From a dataset of Forward reaction prediction with 1.9M reactions from USPTO patents (1976-2016). Predict the product of the given reaction. Given the reactants [CH3:1][O:2][C:3]1[CH:4]=[C:5]2[C:10](=[CH:11][C:12]=1[O:13][CH3:14])[N:9]=[CH:8][CH:7]=[C:6]2[O:15][C:16]1[CH:21]=[CH:20][C:19]([NH:22][C:23](=O)[CH2:24][CH2:25][O:26][C:27]2[CH:32]=[CH:31][CH:30]=[CH:29][C:28]=2[Cl:33])=[CH:18][CH:17]=1.Cl.[OH-].[Na+], predict the reaction product. The product is: [Cl:33][C:28]1[CH:29]=[CH:30][CH:31]=[CH:32][C:27]=1[O:26][CH2:25][CH2:24][CH2:23][NH:22][C:19]1[CH:20]=[CH:21][C:16]([O:15][C:6]2[C:5]3[C:10](=[CH:11][C:12]([O:13][CH3:14])=[C:3]([O:2][CH3:1])[CH:4]=3)[N:9]=[CH:8][CH:7]=2)=[CH:17][CH:18]=1.